The task is: Predict the reaction yield, written as a fraction of the theoretical maximum amount of product (1.0 means a 100% yield; for example, 0.34 means a 34% yield).. This data is from Reaction yield outcomes from USPTO patents with 853,638 reactions. The reactants are [CH3:1][S-:2].[Na+].[Cl:4][C:5]1[N:10]=[C:9](Cl)[N:8]=[C:7]([CH3:12])[N:6]=1.C1(C)C=CC=CC=1. The catalyst is O. The product is [Cl:4][C:5]1[N:6]=[C:7]([CH3:12])[N:8]=[C:9]([S:2][CH3:1])[N:10]=1. The yield is 0.780.